This data is from Forward reaction prediction with 1.9M reactions from USPTO patents (1976-2016). The task is: Predict the product of the given reaction. (1) Given the reactants [CH3:1][C:2]([CH3:32])([CH3:31])[CH2:3][C:4]1[N:5]=[C:6]([CH:15]([CH3:30])[CH2:16][C:17]2[CH:22]=[CH:21][C:20]([C:23]3[CH:28]=[CH:27][C:26]([F:29])=[CH:25][N:24]=3)=[CH:19][CH:18]=2)[N:7](S(N(C)C)(=O)=O)[CH:8]=1.[OH-].[Na+], predict the reaction product. The product is: [CH3:1][C:2]([CH3:31])([CH3:32])[CH2:3][C:4]1[N:5]=[C:6]([CH:15]([CH3:30])[CH2:16][C:17]2[CH:22]=[CH:21][C:20]([C:23]3[CH:28]=[CH:27][C:26]([F:29])=[CH:25][N:24]=3)=[CH:19][CH:18]=2)[NH:7][CH:8]=1. (2) Given the reactants O[C:2]1([OH:20])[C:10](=[O:11])[C:9]2[C:4](=[C:5]([N+:16]([O-:18])=[O:17])[CH:6]=[CH:7][C:8]=2[NH:12][C:13](=[O:15])[CH3:14])[C:3]1=[O:19].[CH3:21][C:22]1[CH:23]=[C:24]([NH:29][C:30](=[O:34])[CH:31]([CH3:33])[CH3:32])[CH:25]=[CH:26][C:27]=1[CH3:28], predict the reaction product. The product is: [C:13]([NH:12][C:8]1[CH:7]=[CH:6][C:5]([N+:16]([O-:18])=[O:17])=[C:4]2[C:9]=1[C:10](=[O:11])[C:2]([C:25]1[CH:26]=[C:27]([CH3:28])[C:22]([CH3:21])=[CH:23][C:24]=1[NH:29][C:30](=[O:34])[CH:31]([CH3:32])[CH3:33])([OH:20])[C:3]2=[O:19])(=[O:15])[CH3:14]. (3) Given the reactants [NH2:1][C:2]1[CH:3]=[C:4]([CH:14]=[CH:15][CH:16]=1)[C:5]([NH:7][C:8]1[CH:13]=[CH:12][CH:11]=[CH:10][CH:9]=1)=[O:6].[Cl:17][C:18]1[CH:19]=[C:20]([N:25]=[C:26]=[S:27])[CH:21]=[C:22]([Cl:24])[CH:23]=1, predict the reaction product. The product is: [Cl:17][C:18]1[CH:19]=[C:20]([NH:25][C:26](=[S:27])[NH:1][C:2]2[CH:3]=[C:4]([CH:14]=[CH:15][CH:16]=2)[C:5]([NH:7][C:8]2[CH:13]=[CH:12][CH:11]=[CH:10][CH:9]=2)=[O:6])[CH:21]=[C:22]([Cl:24])[CH:23]=1. (4) The product is: [C:8]([C:5]1[CH:6]=[CH:7][C:2]([C:13]#[N:14])=[C:3]([F:11])[CH:4]=1)(=[O:10])[CH3:9]. Given the reactants Br[C:2]1[CH:7]=[CH:6][C:5]([C:8](=[O:10])[CH3:9])=[CH:4][C:3]=1[F:11].O.[CH3:13][N:14](C)C=O, predict the reaction product. (5) Given the reactants [Cl:1][C:2]1[CH:3]=[C:4]([CH:9]=[C:10]([O:12][CH3:13])[CH:11]=1)[CH2:5][N:6]=[N+]=[N-].[H-].[H-].[H-].[H-].[Li+].[Al+3].C(OCC)(=O)C.[OH-].[Na+], predict the reaction product. The product is: [Cl:1][C:2]1[CH:3]=[C:4]([CH:9]=[C:10]([O:12][CH3:13])[CH:11]=1)[CH2:5][NH2:6]. (6) The product is: [Cl:1][C:2]1[CH:3]=[C:4]([CH:5]=[CH:6][C:7]=1[C:8]([F:10])([F:11])[F:9])[O:12][CH2:20][C:21]1[CH:31]=[CH:30][C:24]([C:25]([O:27][CH2:28][CH3:29])=[O:26])=[CH:23][CH:22]=1. Given the reactants [Cl:1][C:2]1[CH:3]=[C:4]([OH:12])[CH:5]=[CH:6][C:7]=1[C:8]([F:11])([F:10])[F:9].C(=O)([O-])[O-].[K+].[K+].Br[CH2:20][C:21]1[CH:31]=[CH:30][C:24]([C:25]([O:27][CH2:28][CH3:29])=[O:26])=[CH:23][CH:22]=1.O, predict the reaction product. (7) Given the reactants [CH:1]1([N:8]2[C:16]3[C:11](=[CH:12][C:13]([CH:17]([C:25]4[CH:30]=[CH:29][CH:28]=[CH:27][CH:26]=4)[C:18]([CH3:24])([CH3:23])[C:19]([O:21]C)=[O:20])=[CH:14][CH:15]=3)[CH:10]=[N:9]2)[CH2:7][CH2:6][CH2:5][CH2:4][CH2:3][CH2:2]1.[OH-].[Na+], predict the reaction product. The product is: [CH:1]1([N:8]2[C:16]3[C:11](=[CH:12][C:13]([CH:17]([C:25]4[CH:26]=[CH:27][CH:28]=[CH:29][CH:30]=4)[C:18]([CH3:24])([CH3:23])[C:19]([OH:21])=[O:20])=[CH:14][CH:15]=3)[CH:10]=[N:9]2)[CH2:2][CH2:3][CH2:4][CH2:5][CH2:6][CH2:7]1.